From a dataset of NCI-60 drug combinations with 297,098 pairs across 59 cell lines. Regression. Given two drug SMILES strings and cell line genomic features, predict the synergy score measuring deviation from expected non-interaction effect. Drug 1: CCC1=CC2CC(C3=C(CN(C2)C1)C4=CC=CC=C4N3)(C5=C(C=C6C(=C5)C78CCN9C7C(C=CC9)(C(C(C8N6C)(C(=O)OC)O)OC(=O)C)CC)OC)C(=O)OC.C(C(C(=O)O)O)(C(=O)O)O. Drug 2: C1=CC=C(C=C1)NC(=O)CCCCCCC(=O)NO. Cell line: RXF 393. Synergy scores: CSS=42.5, Synergy_ZIP=6.05, Synergy_Bliss=7.59, Synergy_Loewe=-1.41, Synergy_HSA=9.41.